This data is from Full USPTO retrosynthesis dataset with 1.9M reactions from patents (1976-2016). The task is: Predict the reactants needed to synthesize the given product. (1) Given the product [Br:36][C:35]1[CH:34]=[N:33][N:32]([CH3:37])[C:31]=1[C:16]1[CH:17]=[C:18]([NH:21][C:22](=[O:30])[C:23]2[CH:24]=[CH:25][C:26]([F:29])=[CH:27][CH:28]=2)[CH:19]=[CH:20][C:15]=1[O:14][CH:10]1[CH2:11][CH2:12][CH2:13][NH:8][CH2:9]1, predict the reactants needed to synthesize it. The reactants are: C(OC([N:8]1[CH2:13][CH2:12][CH2:11][CH:10]([O:14][C:15]2[CH:20]=[CH:19][C:18]([NH:21][C:22](=[O:30])[C:23]3[CH:28]=[CH:27][C:26]([F:29])=[CH:25][CH:24]=3)=[CH:17][C:16]=2[C:31]2[N:32]([CH3:37])[N:33]=[CH:34][C:35]=2[Br:36])[CH2:9]1)=O)(C)(C)C.Cl. (2) Given the product [CH3:1][O:2][C:3](=[O:12])[CH2:4][CH2:5][CH2:6][CH2:7][CH2:8][CH2:9][CH2:10][Br:14], predict the reactants needed to synthesize it. The reactants are: [CH3:1][O:2][C:3](=[O:12])[CH2:4][CH2:5][CH2:6][CH2:7][CH2:8][CH2:9][CH2:10]O.C(Br)(Br)(Br)[Br:14].C1C=CC(P(C2C=CC=CC=2)C2C=CC=CC=2)=CC=1. (3) Given the product [NH2:1][C:2]1[C:3](/[CH:29]=[CH:28]/[C:27]([O:31][CH3:32])=[O:30])=[N:4][CH:5]=[C:6]([Cl:8])[CH:7]=1, predict the reactants needed to synthesize it. The reactants are: [NH2:1][C:2]1[C:3](Br)=[N:4][CH:5]=[C:6]([Cl:8])[CH:7]=1.NC1C=C(Cl)C=CC=1CO.C(N(CC)CC)C.[C:27]([O:31][CH3:32])(=[O:30])[CH:28]=[CH2:29].